Task: Predict the product of the given reaction.. Dataset: Forward reaction prediction with 1.9M reactions from USPTO patents (1976-2016) (1) Given the reactants [CH3:1][C:2]1[CH:3]=[C:4]([OH:10])[CH:5]=[CH:6][C:7]=1[N:8]=[O:9].C1N2CN3CN(C2)CN1C3.Cl.FC(F)(F)[C:24](O)=[O:25], predict the reaction product. The product is: [OH:10][C:4]1[CH:3]=[C:2]([CH3:1])[C:7]([N:8]=[O:9])=[CH:6][C:5]=1[CH:24]=[O:25]. (2) Given the reactants Cl[C:2]1[CH:3]=[CH:4][C:5]2[N:6]([C:8]([C:11]3[N:16]=[C:15]([NH:17][C@H:18]([C:20]4[CH:25]=[CH:24][CH:23]=[CH:22][CH:21]=4)[CH3:19])[CH:14]=[N:13][CH:12]=3)=[CH:9][N:10]=2)[CH:7]=1.[N:26]1[CH:31]=[CH:30][CH:29]=[C:28](B(O)O)[CH:27]=1.C(=O)([O-])[O-].[K+].[K+], predict the reaction product. The product is: [C:20]1([C@@H:18]([NH:17][C:15]2[CH:14]=[N:13][CH:12]=[C:11]([C:8]3[N:6]4[CH:7]=[C:2]([C:28]5[CH:27]=[N:26][CH:31]=[CH:30][CH:29]=5)[CH:3]=[CH:4][C:5]4=[N:10][CH:9]=3)[N:16]=2)[CH3:19])[CH:25]=[CH:24][CH:23]=[CH:22][CH:21]=1. (3) Given the reactants [CH:1]1([N:4]([CH:18]2[CH2:23][CH2:22][NH:21][CH2:20][CH2:19]2)[C:5](=[O:17])[C:6]2[CH:11]=[CH:10][C:9]([C:12]3[O:16][CH:15]=[N:14][CH:13]=3)=[CH:8][CH:7]=2)[CH2:3][CH2:2]1.Cl[C:25]1[N:30]=[CH:29][C:28]([Cl:31])=[CH:27][N:26]=1, predict the reaction product. The product is: [Cl:31][C:28]1[CH:27]=[N:26][C:25]([N:21]2[CH2:22][CH2:23][CH:18]([N:4]([CH:1]3[CH2:3][CH2:2]3)[C:5](=[O:17])[C:6]3[CH:7]=[CH:8][C:9]([C:12]4[O:16][CH:15]=[N:14][CH:13]=4)=[CH:10][CH:11]=3)[CH2:19][CH2:20]2)=[N:30][CH:29]=1. (4) Given the reactants [CH3:1][C@H:2]1[C@@H:7]([NH2:8])[CH2:6][CH2:5][O:4][CH2:3]1.CCN(C(C)C)C(C)C.[Cl:18][C:19]1[N:24]=[C:23](Cl)[C:22]([N+:26]([O-:28])=[O:27])=[CH:21][N:20]=1, predict the reaction product. The product is: [Cl:18][C:19]1[N:24]=[C:23]([NH:8][C@H:7]2[CH2:6][CH2:5][O:4][CH2:3][C@H:2]2[CH3:1])[C:22]([N+:26]([O-:28])=[O:27])=[CH:21][N:20]=1. (5) Given the reactants [Cl:1][C:2]1[CH:9]=[CH:8][C:5]([CH:6]=O)=[CH:4][CH:3]=1.[CH:10]1([CH2:13][NH2:14])[CH2:12][CH2:11]1.[Br:15][C:16]1[CH:25]=[C:24]2[C:19]([CH:20]=[CH:21][C:22]([OH:26])=[CH:23]2)=[CH:18][CH:17]=1, predict the reaction product. The product is: [Br:15][C:16]1[CH:25]=[C:24]2[C:19]([CH:20]=[CH:21][C:22]([OH:26])=[C:23]2[CH:6]([C:5]2[CH:8]=[CH:9][C:2]([Cl:1])=[CH:3][CH:4]=2)[NH:14][CH2:13][CH:10]2[CH2:12][CH2:11]2)=[CH:18][CH:17]=1. (6) The product is: [Cl:1][C:2]1[C:3]([C:26]2[CH:31]=[CH:30][C:29]([OH:32])=[CH:28][CH:27]=2)=[C:4]2[C:18]3[CH2:19][CH2:20][C@H:21]([C:23]([NH2:25])=[O:24])[CH2:22][C:17]=3[S:16][C:5]2=[N:6][C:7]=1[CH2:8][N:9]1[C:13](=[O:14])[CH2:12][O:11][C:10]1=[O:15]. Given the reactants [Cl:1][C:2]1[C:3]([C:26]2[CH:31]=[CH:30][C:29]([O:32]C)=[CH:28][CH:27]=2)=[C:4]2[C:18]3[CH2:19][CH2:20][C@H:21]([C:23]([NH2:25])=[O:24])[CH2:22][C:17]=3[S:16][C:5]2=[N:6][C:7]=1[CH2:8][N:9]1[C:13](=[O:14])[CH2:12][O:11][C:10]1=[O:15].NC(C(O)=O)CCSC.CS(O)(=O)=O, predict the reaction product. (7) Given the reactants [CH2:1]([S:3]([C:6]1[CH:11]=[CH:10][CH:9]=[C:8](F)[CH:7]=1)(=[O:5])=[O:4])[CH3:2].[Cl:13][C:14]1[CH:19]=[CH:18][C:17]([OH:20])=[CH:16][C:15]=1[N:21]1[C:25]2[CH:26]=[CH:27][CH:28]=[C:29]([Cl:30])[C:24]=2[N:23]=[C:22]1[CH3:31], predict the reaction product. The product is: [Cl:30][C:29]1[C:24]2[N:23]=[C:22]([CH3:31])[N:21]([C:15]3[CH:16]=[C:17]([O:20][C:8]4[CH:9]=[CH:10][CH:11]=[C:6]([S:3]([CH2:1][CH3:2])(=[O:5])=[O:4])[CH:7]=4)[CH:18]=[CH:19][C:14]=3[Cl:13])[C:25]=2[CH:26]=[CH:27][CH:28]=1. (8) Given the reactants Br[CH2:2][CH2:3][CH2:4][CH2:5][O:6][C:7]1[CH:27]=[CH:26][C:10]2[C:11]([C:16]3[CH:21]=[CH:20][C:19]([C:22]([F:25])([F:24])[F:23])=[CH:18][CH:17]=3)=[N:12][S:13](=[O:15])(=[O:14])[C:9]=2[CH:8]=1.[NH:28]1[CH2:33][CH2:32][CH2:31][CH2:30][CH2:29]1, predict the reaction product. The product is: [N:28]1([CH2:2][CH2:3][CH2:4][CH2:5][O:6][C:7]2[CH:27]=[CH:26][C:10]3[C:11]([C:16]4[CH:21]=[CH:20][C:19]([C:22]([F:25])([F:24])[F:23])=[CH:18][CH:17]=4)=[N:12][S:13](=[O:15])(=[O:14])[C:9]=3[CH:8]=2)[CH2:33][CH2:32][CH2:31][CH2:30][CH2:29]1. (9) Given the reactants [CH3:1][N:2]1[C:6]([CH3:7])=[CH:5][S:4]/[C:3]/1=[N:8]\[N:9]=[CH:10]\[C:11]1[N:12]([CH3:16])[CH:13]=[CH:14][N:15]=1.[S:17]([O:22]C)([O:20][CH3:21])(=[O:19])=[O:18], predict the reaction product. The product is: [CH3:21][O:20][S:17]([O-:22])(=[O:19])=[O:18].[CH3:1][N:2]1[C:6]([CH3:7])=[CH:5][S:4]/[C:3]/1=[N:8]\[N:9]=[CH:10]\[C:11]1[N:15]([CH3:21])[CH:14]=[CH:13][N+:12]=1[CH3:16].